From a dataset of Forward reaction prediction with 1.9M reactions from USPTO patents (1976-2016). Predict the product of the given reaction. (1) Given the reactants [CH:1]1[C:10]2[C:5](=[CH:6][CH:7]=[CH:8][CH:9]=2)[CH:4]=[CH:3][C:2]=1[CH2:11][C:12]([O:14][CH3:15])=[O:13].CC(NC1C=CC(S([N:29]=[N+:30]=[N-])(=O)=O)=CC=1)=O.C1CCN2C(=NCCC2)CC1.[NH4+].[Cl-], predict the reaction product. The product is: [N+:29](=[C:11]([C:2]1[CH:3]=[CH:4][C:5]2[C:10](=[CH:9][CH:8]=[CH:7][CH:6]=2)[CH:1]=1)[C:12]([O:14][CH3:15])=[O:13])=[N-:30]. (2) The product is: [N:16]1[C:17]2[NH:2][C:3]3[CH:4]=[C:5]([C:6]([O:8][CH3:9])=[O:7])[CH:10]=[CH:11][C:12]=3[S:13][C:18]=2[CH:19]=[CH:20][CH:15]=1. Given the reactants Cl.[NH2:2][C:3]1[CH:4]=[C:5]([CH:10]=[CH:11][C:12]=1[SH:13])[C:6]([O:8][CH3:9])=[O:7].Cl[C:15]1[CH:20]=[CH:19][CH:18]=[CH:17][N:16]=1.II.S(=O)(=O)(O)O.C(=O)(O)[O-].[Na+], predict the reaction product. (3) Given the reactants [Cl:1][C:2]1[CH:15]=[C:14]([F:16])[C:13]([N:17]2[C:22](=[O:23])[CH:21]=[C:20]([C:24]([F:27])([F:26])[F:25])[N:19]([CH3:28])[C:18]2=[O:29])=[CH:12][C:3]=1[O:4][C:5]1[C:6](=[O:11])[NH:7][CH:8]=[CH:9][CH:10]=1.[Sn](Cl)(Cl)(Cl)Cl.ClCCCl.[N+](=[CH:41][C:42]([O:44][CH2:45][CH3:46])=[O:43])=[N-], predict the reaction product. The product is: [Cl:1][C:2]1[CH:15]=[C:14]([F:16])[C:13]([N:17]2[C:22](=[O:23])[CH:21]=[C:20]([C:24]([F:27])([F:26])[F:25])[N:19]([CH3:28])[C:18]2=[O:29])=[CH:12][C:3]=1[O:4][C:5]1[C:6]([O:11][CH2:41][C:42]([O:44][CH2:45][CH3:46])=[O:43])=[N:7][CH:8]=[CH:9][CH:10]=1. (4) Given the reactants NC1C=C(OC2C=CC(C3N(CC4C=CC(C)=CC=4C)C(=O)C(C#N)=C(C(F)(F)F)C=3)=CC=2)C=CC=1.ClC(Cl)(OC(=O)OC(Cl)(Cl)Cl)Cl.[CH3:49][C:50]1[CH:85]=[C:84]([CH3:86])[CH:83]=[CH:82][C:51]=1[CH2:52][N:53]1[C:58]([C:59]2[CH:64]=[CH:63][C:62]([O:65][C:66]3[CH:71]=[CH:70][CH:69]=[C:68]([N:72]=[C:73]=[O:74])[CH:67]=3)=[CH:61][CH:60]=2)=[CH:57][C:56]([C:75]([F:78])([F:77])[F:76])=[C:55]([C:79]#[N:80])[C:54]1=[O:81].[N:87]1([CH2:93][CH2:94][CH2:95][OH:96])[CH2:92][CH2:91][O:90][CH2:89][CH2:88]1, predict the reaction product. The product is: [C:79]([C:55]1[C:54](=[O:81])[N:53]([CH2:52][C:51]2[CH:82]=[CH:83][C:84]([CH3:86])=[CH:85][C:50]=2[CH3:49])[C:58]([C:59]2[CH:64]=[CH:63][C:62]([O:65][C:66]3[CH:67]=[C:68]([NH:72][C:73](=[O:74])[O:96][CH2:95][CH2:94][CH2:93][N:87]4[CH2:92][CH2:91][O:90][CH2:89][CH2:88]4)[CH:69]=[CH:70][CH:71]=3)=[CH:61][CH:60]=2)=[CH:57][C:56]=1[C:75]([F:76])([F:77])[F:78])#[N:80]. (5) Given the reactants [CH:1]([N:4]1[C:8]2[CH:9]=[CH:10][C:11]([N:13]3[CH:18]=[C:17]([C:19]([O:21][CH2:22][CH3:23])=[O:20])[C:16](=[O:24])[NH:15][C:14]3=[O:25])=[CH:12][C:7]=2[N:6]=[CH:5]1)([CH3:3])[CH3:2].Br[CH2:27][C:28]1[CH:33]=[CH:32][CH:31]=[C:30]([C:34]([F:37])([F:36])[F:35])[C:29]=1[Cl:38], predict the reaction product. The product is: [Cl:38][C:29]1[C:30]([C:34]([F:35])([F:36])[F:37])=[CH:31][CH:32]=[CH:33][C:28]=1[CH2:27][N:15]1[C:16](=[O:24])[C:17]([C:19]([O:21][CH2:22][CH3:23])=[O:20])=[CH:18][N:13]([C:11]2[CH:10]=[CH:9][C:8]3[N:4]([CH:1]([CH3:2])[CH3:3])[CH:5]=[N:6][C:7]=3[CH:12]=2)[C:14]1=[O:25]. (6) Given the reactants [CH2:1]([N:3]1[C:7]([CH:8]2C(=O)O[C:11](C)(C)[O:10][C:9]2=[O:17])=[CH:6][C:5]([CH3:18])=[N:4]1)[CH3:2].CC1C=CC(S(O)(=O)=O)=CC=1.O.C(N(CC)CC)C, predict the reaction product. The product is: [CH3:11][O:10][C:9](=[O:17])[CH2:8][C:7]1[N:3]([CH2:1][CH3:2])[N:4]=[C:5]([CH3:18])[CH:6]=1. (7) Given the reactants CS([O:5][C@@H:6]1[CH2:10][CH2:9][N:8]([CH:11]2[CH2:16][CH2:15][N:14]([C:17]([O:19][C:20]([CH3:23])([CH3:22])[CH3:21])=[O:18])[CH2:13][CH2:12]2)[C:7]1=[O:24])(=O)=O.C(=O)([O-])[O-].[K+].[K+].[F:31][C:32]1[CH:33]=[C:34]([CH:39]=[CH:40][C:41]=1O)[C:35]([O:37][CH3:38])=[O:36], predict the reaction product. The product is: [F:31][C:32]1[CH:33]=[C:34]([C:35]([O:37][CH3:38])=[O:36])[CH:39]=[CH:40][C:41]=1[O:5][C@H:6]1[CH2:10][CH2:9][N:8]([CH:11]2[CH2:16][CH2:15][N:14]([C:17]([O:19][C:20]([CH3:23])([CH3:22])[CH3:21])=[O:18])[CH2:13][CH2:12]2)[C:7]1=[O:24].